Dataset: Reaction yield outcomes from USPTO patents with 853,638 reactions. Task: Predict the reaction yield, written as a fraction of the theoretical maximum amount of product (1.0 means a 100% yield; for example, 0.34 means a 34% yield). (1) The reactants are [Si]([O:8][C:9]1[CH:10]=[CH:11][C:12]2[C:16]([O:17][C:18]3[CH:23]=[CH:22][C:21](/[CH:24]=[CH:25]/[C:26]([O:28][CH:29]([CH3:31])[CH3:30])=[O:27])=[CH:20][CH:19]=3)=[C:15]([C:32]3[CH:37]=[CH:36][CH:35]=[CH:34][C:33]=3[CH:38]([CH3:40])[CH3:39])[S:14][C:13]=2[CH:41]=1)(C(C)(C)C)(C)C.[F-].C([N+](CCCC)(CCCC)CCCC)CCC. The catalyst is C1COCC1. The product is [OH:8][C:9]1[CH:10]=[CH:11][C:12]2[C:16]([O:17][C:18]3[CH:19]=[CH:20][C:21](/[CH:24]=[CH:25]/[C:26]([O:28][CH:29]([CH3:31])[CH3:30])=[O:27])=[CH:22][CH:23]=3)=[C:15]([C:32]3[CH:37]=[CH:36][CH:35]=[CH:34][C:33]=3[CH:38]([CH3:40])[CH3:39])[S:14][C:13]=2[CH:41]=1. The yield is 0.490. (2) The reactants are [CH3:1][O:2][C:3]1[CH:8]=[CH:7][CH:6]=[CH:5][C:4]=1[NH:9][NH:10][C:11](=[O:13])[CH3:12].[Cl:14][C:15]1[CH:20]=[CH:19][C:18]([C:21](=O)CC(OCC)=O)=[CH:17][CH:16]=1.P(Cl)(Cl)Cl. The catalyst is ClCCCl. The product is [Cl:14][C:15]1[CH:20]=[CH:19][C:18]([C:21]2[N:9]([C:4]3[CH:5]=[CH:6][CH:7]=[CH:8][C:3]=3[O:2][CH3:1])[NH:10][C:11](=[O:13])[CH:12]=2)=[CH:17][CH:16]=1. The yield is 0.490. (3) The reactants are [CH2:1]([O:3][C:4](=[O:26])[CH2:5][C:6]([C:19]([O:21]C(C)(C)C)=[O:20])([CH2:14][CH:15]1[CH2:18][CH2:17][CH2:16]1)[C:7]([O:9]C(C)(C)C)=[O:8])[CH3:2]. The catalyst is C(O)(C(F)(F)F)=O. The product is [CH2:1]([O:3][C:4](=[O:26])[CH2:5][C:6]([C:7]([OH:9])=[O:8])([CH2:14][CH:15]1[CH2:16][CH2:17][CH2:18]1)[C:19]([OH:21])=[O:20])[CH3:2]. The yield is 0.960. (4) The product is [F:1][C:2]1[CH:9]=[CH:8][C:5]([C:6]#[N:7])=[CH:4][C:3]=1[C:10]([C:12]1[CH:21]=[CH:20][C:19]2[C:14](=[CH:15][CH:16]=[C:17]([OH:22])[CH:18]=2)[CH:13]=1)=[O:11]. The catalyst is ClCCl. The yield is 0.660. The reactants are [F:1][C:2]1[CH:9]=[CH:8][C:5]([C:6]#[N:7])=[CH:4][C:3]=1[C:10]([C:12]1[CH:21]=[CH:20][C:19]2[C:14](=[CH:15][CH:16]=[C:17]([O:22]C)[CH:18]=2)[CH:13]=1)=[O:11].B(Br)(Br)Br. (5) The reactants are [CH3:1][O:2][C:3]1[C:8]2[O:9][CH2:10][CH2:11][O:12][C:7]=2[C:6]([C:13]2([CH:20]=[CH:21][C:22]([O:24]CC)=[O:23])[CH2:18][CH2:17][C:16](=[O:19])[CH2:15][CH2:14]2)=[CH:5][CH:4]=1.[OH-].[Na+]. The catalyst is C(O)C. The product is [CH3:1][O:2][C:3]1[C:8]2[O:9][CH2:10][CH2:11][O:12][C:7]=2[C:6]([C:13]2([CH:20]=[CH:21][C:22]([OH:24])=[O:23])[CH2:14][CH2:15][C:16](=[O:19])[CH2:17][CH2:18]2)=[CH:5][CH:4]=1. The yield is 1.00.